Dataset: Full USPTO retrosynthesis dataset with 1.9M reactions from patents (1976-2016). Task: Predict the reactants needed to synthesize the given product. (1) Given the product [NH2:1][C:4]1[CH:5]=[C:6]([CH:10]=[C:11]2[CH2:16][CH2:15][CH:14]([NH:17][C:18]([C:20]3[CH:21]=[N:22][CH:23]=[CH:24][CH:25]=3)=[O:19])[CH2:13][CH2:12]2)[CH:7]=[CH:8][CH:9]=1, predict the reactants needed to synthesize it. The reactants are: [N+:1]([C:4]1[CH:5]=[C:6]([CH:10]=[C:11]2[CH2:16][CH2:15][CH:14]([NH:17][C:18]([C:20]3[CH:21]=[N:22][CH:23]=[CH:24][CH:25]=3)=[O:19])[CH2:13][CH2:12]2)[CH:7]=[CH:8][CH:9]=1)([O-])=O. (2) Given the product [CH3:1][C:2]1([CH3:30])[O:6][C@H:5]([CH2:7][O:8][CH2:9][C:10]2[C:18]3[C:13](=[CH:14][N:15]=[C:16]([C:19]([N:40]([OH:41])[CH3:39])=[O:20])[CH:17]=3)[N:12]([CH2:22][C:23]3[CH:24]=[CH:25][C:26]([F:29])=[CH:27][CH:28]=3)[CH:11]=2)[CH2:4][O:3]1, predict the reactants needed to synthesize it. The reactants are: [CH3:1][C:2]1([CH3:30])[O:6][C@H:5]([CH2:7][O:8][CH2:9][C:10]2[C:18]3[C:13](=[CH:14][N:15]=[C:16]([C:19](O)=[O:20])[CH:17]=3)[N:12]([CH2:22][C:23]3[CH:28]=[CH:27][C:26]([F:29])=[CH:25][CH:24]=3)[CH:11]=2)[CH2:4][O:3]1.CN1CCOCC1.Cl.[CH3:39][NH:40][OH:41]. (3) Given the product [C:12]1([NH:11][CH:9]2[C:10]3[C:6](=[CH:5][CH:4]=[CH:3][C:2]=3[B:37]3[O:41][C:40]([CH3:43])([CH3:42])[C:39]([CH3:45])([CH3:44])[O:38]3)[CH2:7][CH2:8]2)[CH:17]=[CH:16][CH:15]=[CH:14][CH:13]=1, predict the reactants needed to synthesize it. The reactants are: Br[C:2]1[CH:3]=[CH:4][CH:5]=[C:6]2[C:10]=1[CH:9]([NH:11][C:12]1[CH:17]=[CH:16][CH:15]=[CH:14][CH:13]=1)[CH2:8][CH2:7]2.C1COCC1.[Li]CCCC.[Li]C(C)(C)C.C(O[B:37]1[O:41][C:40]([CH3:43])([CH3:42])[C:39]([CH3:45])([CH3:44])[O:38]1)(C)C. (4) Given the product [Cl:1][C:2]1[CH:10]=[CH:9][C:8]([NH:11][C:12](=[O:20])[C:13]2[CH:18]=[CH:17][CH:16]=[C:15]([Cl:19])[CH:14]=2)=[CH:7][C:3]=1[C:4]([NH:68][C:65]1[CH:66]=[N:67][C:62]([NH:61][C:58]2[CH:59]=[CH:60][C:55]([S:52]([CH:49]3[CH2:50][CH2:51][NH:46][CH2:47][CH2:48]3)(=[O:53])=[O:54])=[CH:56][CH:57]=2)=[N:63][CH:64]=1)=[O:6], predict the reactants needed to synthesize it. The reactants are: [Cl:1][C:2]1[CH:10]=[CH:9][C:8]([NH:11][C:12](=[O:20])[C:13]2[CH:18]=[CH:17][CH:16]=[C:15]([Cl:19])[CH:14]=2)=[CH:7][C:3]=1[C:4]([OH:6])=O.ClC1N=C(OC)N=C(OC)N=1.CN1CCOCC1.C(OC([N:46]1[CH2:51][CH2:50][CH:49]([S:52]([C:55]2[CH:60]=[CH:59][C:58]([NH:61][C:62]3[N:67]=[CH:66][C:65]([NH2:68])=[CH:64][N:63]=3)=[CH:57][CH:56]=2)(=[O:54])=[O:53])[CH2:48][CH2:47]1)=O)(C)(C)C.C(O)(C(F)(F)F)=O. (5) Given the product [CH2:34]([C:31]1[CH:30]=[N:29][C:28]([N:18]2[CH2:19][CH2:20][CH:15]([C@H:13]3[CH2:14][C@@H:12]3[CH2:11][CH2:10][O:9][C:4]3[CH:5]=[C:6]([F:8])[CH:7]=[C:2]([F:1])[C:3]=3[CH2:21][C:22]([N:24]([CH3:26])[CH3:25])=[O:23])[CH2:16][CH2:17]2)=[N:33][CH:32]=1)[CH3:35], predict the reactants needed to synthesize it. The reactants are: [F:1][C:2]1[CH:7]=[C:6]([F:8])[CH:5]=[C:4]([O:9][CH2:10][CH2:11][C@H:12]2[CH2:14][C@@H:13]2[CH:15]2[CH2:20][CH2:19][NH:18][CH2:17][CH2:16]2)[C:3]=1[CH2:21][C:22]([N:24]([CH3:26])[CH3:25])=[O:23].Cl[C:28]1[N:33]=[CH:32][C:31]([CH2:34][CH3:35])=[CH:30][N:29]=1. (6) Given the product [CH2:1]([C:3]1[C:8]([F:9])=[C:7]([S:10]([CH3:13])(=[O:12])=[O:11])[CH:6]=[CH:5][C:4]=1[C:14]([N:16]1[CH2:22][C:21]2[CH:23]=[C:24]([C:27]3[S:31][C:30]([NH2:32])=[N:29][CH:28]=3)[CH:25]=[CH:26][C:20]=2[O:19][CH2:18][CH2:17]1)=[O:15])[CH3:2], predict the reactants needed to synthesize it. The reactants are: [CH2:1]([C:3]1[C:8]([F:9])=[C:7]([S:10]([CH3:13])(=[O:12])=[O:11])[CH:6]=[CH:5][C:4]=1[C:14]([N:16]1[CH2:22][C:21]2[CH:23]=[C:24]([C:27]3[S:31][C:30]([NH:32]C(=O)C)=[N:29][CH:28]=3)[CH:25]=[CH:26][C:20]=2[O:19][CH2:18][CH2:17]1)=[O:15])[CH3:2].Cl. (7) The reactants are: [Si]([O:8][C:9]1[CH:14]=[CH:13][C:12]([C:15]2[N:16]=[C:17]([C:22]3[CH:27]=[CH:26][CH:25]=[CH:24][CH:23]=3)[C:18]([NH2:21])=[N:19][CH:20]=2)=[CH:11][CH:10]=1)(C(C)(C)C)(C)C.[Si]([O:35][C:36]1[CH:41]=[CH:40][C:39]([CH2:42][C:43](=O)[CH:44](OCC)[O:45]CC)=[CH:38][CH:37]=1)(C(C)(C)C)(C)C.Cl.CCCCCC. Given the product [OH:35][C:36]1[CH:37]=[CH:38][C:39]([CH2:42][C:43]2[C:44](=[O:45])[N:19]3[CH:20]=[C:15]([C:12]4[CH:11]=[CH:10][C:9]([OH:8])=[CH:14][CH:13]=4)[NH:16][C:17]([C:22]4[CH:23]=[CH:24][CH:25]=[CH:26][CH:27]=4)=[C:18]3[N:21]=2)=[CH:40][CH:41]=1, predict the reactants needed to synthesize it.